Dataset: Full USPTO retrosynthesis dataset with 1.9M reactions from patents (1976-2016). Task: Predict the reactants needed to synthesize the given product. (1) The reactants are: [CH3:1][N:2]([CH3:10])[C:3]1[CH:8]=[CH:7][CH:6]=[C:5]([NH2:9])[CH:4]=1.Cl.[CH:12](=O)/[CH:13]=[CH:14]/[CH3:15].[OH-].[Na+]. Given the product [CH3:1][N:2]([CH3:10])[C:3]1[CH:4]=[C:5]2[C:6]([CH:12]=[CH:13][C:14]([CH3:15])=[N:9]2)=[CH:7][CH:8]=1, predict the reactants needed to synthesize it. (2) Given the product [N+:34]([C:26]1[CH:25]=[C:24]([C:9]2[CH2:10][CH2:11][N:12]([C:15]([O:17][C:18]([CH3:19])([CH3:20])[CH3:21])=[O:16])[CH2:13][CH:14]=2)[CH:29]=[C:28]([C:30]([F:31])([F:32])[F:33])[CH:27]=1)([O-:36])=[O:35], predict the reactants needed to synthesize it. The reactants are: CC1(C)C(C)(C)OB([C:9]2[CH2:10][CH2:11][N:12]([C:15]([O:17][C:18]([CH3:21])([CH3:20])[CH3:19])=[O:16])[CH2:13][CH:14]=2)O1.Br[C:24]1[CH:29]=[C:28]([C:30]([F:33])([F:32])[F:31])[CH:27]=[C:26]([N+:34]([O-:36])=[O:35])[CH:25]=1.C(=O)([O-])[O-].[K+].[K+].